Dataset: Reaction yield outcomes from USPTO patents with 853,638 reactions. Task: Predict the reaction yield, written as a fraction of the theoretical maximum amount of product (1.0 means a 100% yield; for example, 0.34 means a 34% yield). (1) The reactants are Br[C:2]1[CH:8]=[C:7]([O:9][CH2:10][CH3:11])[CH:6]=[CH:5][C:3]=1[NH2:4].C([Sn](CCCC)(CCCC)[C:17]1[O:18][CH:19]=[CH:20][N:21]=1)CCC. The catalyst is O1CCOCC1.C1C=CC([P]([Pd]([P](C2C=CC=CC=2)(C2C=CC=CC=2)C2C=CC=CC=2)([P](C2C=CC=CC=2)(C2C=CC=CC=2)C2C=CC=CC=2)[P](C2C=CC=CC=2)(C2C=CC=CC=2)C2C=CC=CC=2)(C2C=CC=CC=2)C2C=CC=CC=2)=CC=1. The product is [CH2:10]([O:9][C:7]1[CH:6]=[CH:5][C:3]([NH2:4])=[C:2]([C:17]2[O:18][CH:19]=[CH:20][N:21]=2)[CH:8]=1)[CH3:11]. The yield is 0.450. (2) The reactants are [CH:1]([S:4][C:5]1[CH:13]=[CH:12][C:11]([N+:14]([O-:16])=[O:15])=[CH:10][C:6]=1[C:7]([OH:9])=O)([CH3:3])[CH3:2].CN(C(ON1N=NC2C=CC=CC1=2)=[N+](C)C)C.[B-](F)(F)(F)F.C(N(C(C)C)C(C)C)C.[F:48][C:49]([F:63])([F:62])[C:50]1[CH:55]=[CH:54][C:53]([N:56]2[CH2:61][CH2:60][NH:59][CH2:58][CH2:57]2)=[CH:52][CH:51]=1. The catalyst is O1CCCC1. The product is [CH:1]([S:4][C:5]1[CH:13]=[CH:12][C:11]([N+:14]([O-:16])=[O:15])=[CH:10][C:6]=1[C:7]([N:59]1[CH2:58][CH2:57][N:56]([C:53]2[CH:52]=[CH:51][C:50]([C:49]([F:62])([F:63])[F:48])=[CH:55][CH:54]=2)[CH2:61][CH2:60]1)=[O:9])([CH3:2])[CH3:3]. The yield is 0.830. (3) The yield is 0.800. The catalyst is C1COCC1.O. The reactants are [CH3:1][CH:2]1[CH2:7][C:6]([C:8]2[CH:13]=[CH:12][N:11]=[CH:10][C:9]=2[N+:14]([O-:16])=[O:15])=[CH:5]C=C1.C1C(=O)N([Br:24])C(=O)C1.C([O:28][CH2:29][CH3:30])(=O)C. The product is [Br:24][CH:30]1[CH:29]([OH:28])[CH:5]=[C:6]([C:8]2[CH:13]=[CH:12][N:11]=[CH:10][C:9]=2[N+:14]([O-:16])=[O:15])[CH2:7][CH:2]1[CH3:1]. (4) The reactants are [Br:1][C:2]1[CH:3]=[C:4]([CH:7]=[C:8]([C:10]([F:13])([F:12])[F:11])[CH:9]=1)[CH:5]=O.[CH3:14][NH:15][CH3:16].C(O[BH-](OC(=O)C)OC(=O)C)(=O)C.[Na+]. The catalyst is C(Cl)Cl. The product is [Br:1][C:2]1[CH:3]=[C:4]([CH2:5][N:15]([CH3:16])[CH3:14])[CH:7]=[C:8]([C:10]([F:13])([F:12])[F:11])[CH:9]=1. The yield is 0.740. (5) The reactants are Br[C:2]1[CH:7]=[C:6]([O:8][CH3:9])[C:5]([Cl:10])=[CH:4][C:3]=1[NH2:11].[C:12]([O-:16])(=[O:15])[CH:13]=[CH2:14].[CH3:17][C:18](OC)(C)C.C1(C)C=CC=CC=1. The catalyst is CN(C=O)C.Cl[Pd](Cl)([P](C1C=CC=CC=1)(C1C=CC=CC=1)C1C=CC=CC=1)[P](C1C=CC=CC=1)(C1C=CC=CC=1)C1C=CC=CC=1. The product is [CH2:17]([O:15][C:12](=[O:16])/[CH:13]=[CH:14]/[C:2]1[CH:7]=[C:6]([O:8][CH3:9])[C:5]([Cl:10])=[CH:4][C:3]=1[NH2:11])[CH3:18]. The yield is 0.800. (6) The reactants are S(=O)(=O)(O)O.[OH:6][CH2:7][CH:8]1[NH:13][C:12](=[O:14])[CH2:11][CH2:10][CH2:9]1.[CH3:15][C:16](=[CH2:18])[CH3:17].C(=O)([O-])O.[Na+]. The catalyst is O1CCOCC1. The product is [C:16]([O:6][CH2:7][CH:8]1[NH:13][C:12](=[O:14])[CH2:11][CH2:10][CH2:9]1)([CH3:18])([CH3:17])[CH3:15]. The yield is 0.200. (7) The reactants are [CH3:1][O:2][C:3]1[CH:11]=[CH:10][C:6]([C:7]([OH:9])=[O:8])=[CH:5][C:4]=1[N+:12]([O-:14])=[O:13].C(=O)(O)[O-].[Na+].[CH2:20](Br)[C:21]1[CH:26]=[CH:25][CH:24]=[CH:23][CH:22]=1.Cl. The catalyst is CN(C=O)C. The product is [CH3:1][O:2][C:3]1[CH:11]=[CH:10][C:6]([C:7]([O:9][CH2:20][C:21]2[CH:26]=[CH:25][CH:24]=[CH:23][CH:22]=2)=[O:8])=[CH:5][C:4]=1[N+:12]([O-:14])=[O:13]. The yield is 0.860. (8) The reactants are [Br:1][C:2]1[CH:7]=[CH:6][C:5]([CH3:8])=[C:4]([N+:9]([O-])=O)[CH:3]=1.[CH3:12]OC(OC)N(C)C.N1CCCC1. The catalyst is CN(C)C=O.C(OCC)C.C(O)(=O)C.[Zn]. The product is [Br:1][C:2]1[CH:3]=[C:4]2[C:5]([CH:8]=[CH:12][NH:9]2)=[CH:6][CH:7]=1. The yield is 0.360.